Task: Predict the product of the given reaction.. Dataset: Forward reaction prediction with 1.9M reactions from USPTO patents (1976-2016) (1) Given the reactants [CH3:1][O:2][C:3]1[CH:25]=[CH:24][C:6]([CH2:7][S:8][C:9]2[CH:10]=[C:11]([CH2:18][C:19]([O:21][CH2:22][CH3:23])=[O:20])[CH:12]=[CH:13][C:14]=2[N+:15]([O-])=O)=[CH:5][CH:4]=1.[Cl-].[NH4+], predict the reaction product. The product is: [CH3:1][O:2][C:3]1[CH:25]=[CH:24][C:6]([CH2:7][S:8][C:9]2[CH:10]=[C:11]([CH2:18][C:19]([O:21][CH2:22][CH3:23])=[O:20])[CH:12]=[CH:13][C:14]=2[NH2:15])=[CH:5][CH:4]=1. (2) Given the reactants [F:1][CH:2]1[CH2:7][CH:6]([CH2:8][OH:9])[CH2:5][CH2:4][CH:3]1[N:10]1[CH2:15][CH2:14][N:13]([C:16]([O:18][C:19]([CH3:22])([CH3:21])[CH3:20])=[O:17])[CH2:12][CH2:11]1.C(N(CC)CC)C.[CH3:30][S:31](Cl)(=[O:33])=[O:32], predict the reaction product. The product is: [F:1][CH:2]1[CH2:7][CH:6]([CH2:8][O:9][S:31]([CH3:30])(=[O:33])=[O:32])[CH2:5][CH2:4][CH:3]1[N:10]1[CH2:11][CH2:12][N:13]([C:16]([O:18][C:19]([CH3:22])([CH3:21])[CH3:20])=[O:17])[CH2:14][CH2:15]1. (3) The product is: [Cl:6][CH2:5][CH2:4][CH2:3][CH2:2][N:9]1[CH:10]=[C:11]([F:15])[C:12](=[O:14])[NH:13][C:8]1=[O:7]. Given the reactants Br[CH2:2][CH2:3][CH2:4][CH2:5][Cl:6].[OH:7][C:8]1[N:13]=[C:12]([OH:14])[C:11]([F:15])=[CH:10][N:9]=1.C([O-])([O-])=O.[K+].[K+].O, predict the reaction product. (4) The product is: [ClH:1].[ClH:1].[N:2]12[CH2:9][C@H:6]([CH2:7][CH2:8]1)[CH2:5][C@@H:4]([NH2:12])[CH2:3]2. Given the reactants [ClH:1].[N:2]12[CH2:9][CH:6]([CH2:7][CH2:8]1)[CH2:5][C:4](=O)[CH2:3]2.Cl.[NH2:12]O.O.O.O.C([O-])(=O)C.[Na+].[Na], predict the reaction product. (5) Given the reactants C(O)C(C)(C)C.[H-].[Na+].C(OC([N:16]1[CH2:22][CH2:21][C:20]2[C:23](SCC3N=NC(Cl)=CC=3)=[C:24](Cl)[CH:25]=[CH:26][C:19]=2[CH2:18][CH2:17]1)=O)(C)(C)C, predict the reaction product. The product is: [CH2:21]1[C:20]2[CH:23]=[CH:24][CH:25]=[CH:26][C:19]=2[CH2:18][CH2:17][NH:16][CH2:22]1.